Dataset: Full USPTO retrosynthesis dataset with 1.9M reactions from patents (1976-2016). Task: Predict the reactants needed to synthesize the given product. (1) Given the product [CH2:13]([N:10]1[CH:2]=[C:1]([C:3]2[CH:9]=[CH:8][C:6]([NH2:7])=[CH:5][CH:4]=2)[N:12]=[N:11]1)[C:14]1[CH:19]=[CH:18][CH:17]=[CH:16][CH:15]=1, predict the reactants needed to synthesize it. The reactants are: [C:1]([C:3]1[CH:9]=[CH:8][C:6]([NH2:7])=[CH:5][CH:4]=1)#[CH:2].[N:10]([CH2:13][C:14]1[CH:19]=[CH:18][CH:17]=[CH:16][CH:15]=1)=[N+:11]=[N-:12].O=C1O[C@H]([C@H](CO)O)C([O-])=C1O.[Na+]. (2) Given the product [Cl:1][C:2]1[CH:10]=[CH:9][CH:8]=[C:7]2[C:3]=1[C:4]([C:17]([OH:22])=[O:23])=[CH:5][N:6]2[CH2:11][CH:12]1[CH2:16][CH2:15][O:14][CH2:13]1, predict the reactants needed to synthesize it. The reactants are: [Cl:1][C:2]1[CH:10]=[CH:9][CH:8]=[C:7]2[C:3]=1[C:4]([C:17](=[O:22])C(F)(F)F)=[CH:5][N:6]2[CH2:11][CH:12]1[CH2:16][CH2:15][O:14][CH2:13]1.[OH-:23].[Na+]. (3) The reactants are: C([O:3][CH:4](OCC)[C:5]1[O:13][C:12]2[C:11]([C:14]#[C:15][C:16]3[CH:17]=[C:18]([CH3:22])[CH:19]=[CH:20][CH:21]=3)=[CH:10][N:9]=[CH:8][C:7]=2[CH:6]=1)C.Cl.C(=O)(O)[O-].[Na+]. Given the product [C:18]1([CH3:22])[CH:19]=[CH:20][CH:21]=[C:16]([C:15]#[C:14][C:11]2[C:12]3[O:13][C:5]([CH:4]=[O:3])=[CH:6][C:7]=3[CH:8]=[N:9][CH:10]=2)[CH:17]=1, predict the reactants needed to synthesize it.